From a dataset of Forward reaction prediction with 1.9M reactions from USPTO patents (1976-2016). Predict the product of the given reaction. (1) Given the reactants [CH:1]1([N:7]2[CH2:11][CH2:10][CH:9]([CH2:12][C:13]3[CH:18]=[CH:17][C:16]([S:19][CH3:20])=[CH:15][CH:14]=3)[C:8]2=[O:21])[CH2:6][CH2:5][CH2:4][CH2:3][CH2:2]1.[O:22]1CCCC1.S([O-])(O)=O.[Na+], predict the reaction product. The product is: [CH:1]1([N:7]2[CH2:11][CH2:10][CH:9]([CH2:12][C:13]3[CH:14]=[CH:15][C:16]([S:19]([CH3:20])=[O:22])=[CH:17][CH:18]=3)[C:8]2=[O:21])[CH2:2][CH2:3][CH2:4][CH2:5][CH2:6]1. (2) Given the reactants [CH2:1]([C:11]1[C:16](=[O:17])[CH:15]=[C:14]([CH3:18])O[C:12]=1[CH3:19])[CH2:2][CH2:3][CH2:4][CH2:5][CH2:6][CH2:7][CH2:8][CH2:9][CH3:10].Cl.[NH2:21][OH:22].C([O-])(=O)C.[Na+].O, predict the reaction product. The product is: [CH2:1]([C:11]1[C:16](=[O:17])[CH:15]=[C:14]([CH3:18])[N:21]([OH:22])[C:12]=1[CH3:19])[CH2:2][CH2:3][CH2:4][CH2:5][CH2:6][CH2:7][CH2:8][CH2:9][CH3:10]. (3) Given the reactants Cl[C:2]1[N:7]=[C:6]([NH:8][C:9]2[C:18]([F:19])=[CH:17][CH:16]=[CH:15][C:10]=2[O:11][CH2:12][C:13]#[N:14])[C:5]([Cl:20])=[CH:4][N:3]=1.[CH3:21][N:22]1[CH2:27][CH2:26][N:25]([CH:28]2[CH2:33][CH2:32][N:31]([CH:34]3[CH2:40][CH2:39][C:38]4[CH:41]=[C:42]([NH2:45])[CH:43]=[CH:44][C:37]=4[CH2:36][CH2:35]3)[CH2:30][CH2:29]2)[CH2:24][CH2:23]1, predict the reaction product. The product is: [Cl:20][C:5]1[C:6]([NH:8][C:9]2[C:18]([F:19])=[CH:17][CH:16]=[CH:15][C:10]=2[O:11][CH2:12][C:13]#[N:14])=[N:7][C:2]([NH:45][C:42]2[CH:43]=[CH:44][C:37]3[CH2:36][CH2:35][CH:34]([N:31]4[CH2:32][CH2:33][CH:28]([N:25]5[CH2:26][CH2:27][N:22]([CH3:21])[CH2:23][CH2:24]5)[CH2:29][CH2:30]4)[CH2:40][CH2:39][C:38]=3[CH:41]=2)=[N:3][CH:4]=1. (4) Given the reactants Cl.Cl.Cl.[F:4][C:5]1[CH:14]=[C:13]([C:15]2[C:20]([CH:21]3[CH2:26][CH2:25][NH:24][CH2:23][CH2:22]3)=[N:19][CH:18]=[CH:17][N:16]=2)[CH:12]=[CH:11][C:6]=1[C:7]([NH:9][CH3:10])=[O:8].Cl[C:28]1[CH:37]=[CH:36][C:35]2[C:30](=[CH:31][C:32]([Cl:38])=[CH:33][CH:34]=2)[N:29]=1.C(=O)([O-])[O-].[Cs+].[Cs+], predict the reaction product. The product is: [Cl:38][C:32]1[CH:31]=[C:30]2[C:35]([CH:36]=[CH:37][C:28]([N:24]3[CH2:25][CH2:26][CH:21]([C:20]4[C:15]([C:13]5[CH:12]=[CH:11][C:6]([C:7]([NH:9][CH3:10])=[O:8])=[C:5]([F:4])[CH:14]=5)=[N:16][CH:17]=[CH:18][N:19]=4)[CH2:22][CH2:23]3)=[N:29]2)=[CH:34][CH:33]=1. (5) Given the reactants CN([C:4]1C=CN=C[CH:9]=1)C.[CH3:10]N(C)[C:12]1[CH:17]=CN=C[CH:13]=1.C1C(O)=C[C:22]2[C:26](CCN)=[CH:27][NH:28][C:21]=2[CH:20]=1.OC1C=[C:43]2[C:36]([NH:37][CH:38]=[C:39]2CCN)=[CH:35]C=1, predict the reaction product. The product is: [CH3:4][CH2:9][N:28]([CH:21]([CH3:20])[CH3:22])[CH:27]([CH3:26])[CH3:10].[CH:12]([N:37]([CH2:38][CH3:39])[CH:36]([CH3:35])[CH3:43])([CH3:17])[CH3:13]. (6) Given the reactants C(=O)([O-])[O-].[Na+].[Na+].Cl.[CH2:8]1[C:16]2[C:11](=[CH:12][C:13]([NH:17][C:18]3[C:27]4[C:22](=[C:23](I)[C:24]([CH3:28])=[CH:25][CH:26]=4)[N:21]=[CH:20][N:19]=3)=[CH:14][CH:15]=2)[CH2:10][CH2:9]1.[CH3:30][NH:31][C:32]1[N:41]=[CH:40][C:39]2[C:34](=[CH:35][CH:36]=[C:37](B3OC(C)(C)C(C)(C)O3)[CH:38]=2)[N:33]=1, predict the reaction product. The product is: [CH2:8]1[C:16]2[C:11](=[CH:12][C:13]([NH:17][C:18]3[C:27]4[C:22](=[C:23]([C:37]5[CH:38]=[C:39]6[C:34](=[CH:35][CH:36]=5)[N:33]=[C:32]([NH:31][CH3:30])[N:41]=[CH:40]6)[C:24]([CH3:28])=[CH:25][CH:26]=4)[N:21]=[CH:20][N:19]=3)=[CH:14][CH:15]=2)[CH2:10][CH2:9]1. (7) Given the reactants Br[C:2]1[C:6](=[CH:7][Br:8])[O:5][C:4](=[O:9])[CH:3]=1.[C:10]1(B(O)O)[CH:15]=[CH:14][CH:13]=[CH:12][CH:11]=1.[F-].[Cs+], predict the reaction product. The product is: [C:10]1([C:2]2[C:6](=[CH:7][Br:8])[O:5][C:4](=[O:9])[CH:3]=2)[CH:15]=[CH:14][CH:13]=[CH:12][CH:11]=1. (8) Given the reactants [CH2:1]([N:3]([C:14]1[CH:19]=[C:18]([CH3:20])[CH:17]=[CH:16][N:15]=1)[CH2:4][CH2:5][NH:6]C(=O)OC(C)(C)C)[CH3:2].[ClH:21], predict the reaction product. The product is: [ClH:21].[ClH:21].[CH2:1]([N:3]([C:14]1[CH:19]=[C:18]([CH3:20])[CH:17]=[CH:16][N:15]=1)[CH2:4][CH2:5][NH2:6])[CH3:2].